From a dataset of Forward reaction prediction with 1.9M reactions from USPTO patents (1976-2016). Predict the product of the given reaction. (1) The product is: [CH2:9]([O:16][C:6]1[CH:5]=[CH:4][N:3]=[C:2]([Cl:1])[N:7]=1)[C:10]1[CH:15]=[CH:14][CH:13]=[CH:12][CH:11]=1. Given the reactants [Cl:1][C:2]1[N:7]=[C:6](Cl)[CH:5]=[CH:4][N:3]=1.[CH2:9]([OH:16])[C:10]1[CH:15]=[CH:14][CH:13]=[CH:12][CH:11]=1.[OH-].[K+], predict the reaction product. (2) Given the reactants [CH2:1]([NH:9][CH2:10][C:11]1[CH:16]=[CH:15][C:14]([OH:17])=[CH:13][CH:12]=1)[CH2:2][C:3]1[CH:8]=[CH:7][CH:6]=[CH:5][CH:4]=1.[O:18](C(OC(C)(C)C)=O)[C:19]([O:21][C:22]([CH3:25])([CH3:24])[CH3:23])=O, predict the reaction product. The product is: [C:22]([O:21][C:19](=[O:18])[N:9]([CH2:10][C:11]1[CH:12]=[CH:13][C:14]([OH:17])=[CH:15][CH:16]=1)[CH2:1][CH2:2][C:3]1[CH:4]=[CH:5][CH:6]=[CH:7][CH:8]=1)([CH3:25])([CH3:24])[CH3:23]. (3) Given the reactants Br[C:2]1[CH:7]=[CH:6][C:5]([Br:8])=[CH:4][CH:3]=1.[Li]CCCC.[CH2:14]([N:21]1[CH2:26][CH2:25][C:24](=[O:27])[CH:23]([CH3:28])[CH2:22]1)[C:15]1[CH:20]=[CH:19][CH:18]=[CH:17][CH:16]=1, predict the reaction product. The product is: [CH2:14]([N:21]1[CH2:26][CH2:25][C:24]([C:2]2[CH:7]=[CH:6][C:5]([Br:8])=[CH:4][CH:3]=2)([OH:27])[CH:23]([CH3:28])[CH2:22]1)[C:15]1[CH:16]=[CH:17][CH:18]=[CH:19][CH:20]=1. (4) Given the reactants [NH2:1][C@H:2]1[C:11]2[C:6](=[CH:7][CH:8]=[CH:9][CH:10]=2)[N:5]([C:12](=[O:14])[CH3:13])[C@@H:4]([CH3:15])[C@@H:3]1[CH3:16].CN(C1C(C2C(P(C3CCCCC3)C3CCCCC3)=CC=CC=2)=CC=CC=1)C.CC(C)([O-])C.[Na+].Br[C:52]1[CH:57]=[CH:56][CH:55]=[C:54]([O:58][CH3:59])[N:53]=1, predict the reaction product. The product is: [CH3:59][O:58][C:54]1[N:53]=[C:52]([NH:1][C@H:2]2[C:11]3[C:6](=[CH:7][CH:8]=[CH:9][CH:10]=3)[N:5]([C:12](=[O:14])[CH3:13])[C@@H:4]([CH3:15])[C@@H:3]2[CH3:16])[CH:57]=[CH:56][CH:55]=1. (5) Given the reactants [CH2:1]([O:3][C:4]([C:6]1[CH2:10][CH2:9][CH2:8][C:7]=1[NH:11][CH2:12][CH3:13])=[O:5])[CH3:2].C(O[BH-](OC(=O)C)OC(=O)C)(=O)C.[Na+], predict the reaction product. The product is: [CH2:1]([O:3][C:4]([CH:6]1[CH2:10][CH2:9][CH2:8][CH:7]1[NH:11][CH2:12][CH3:13])=[O:5])[CH3:2]. (6) Given the reactants [N:1]1([C:7]2[CH:30]=[CH:29][C:10]3[C:11]([CH2:14][CH2:15][CH:16]4[CH2:21][CH2:20][N:19]([C:22]([O:24][C:25]([CH3:28])([CH3:27])[CH3:26])=[O:23])[CH2:18][CH2:17]4)=[N:12][O:13][C:9]=3[C:8]=2/[CH:31]=C/C)[CH2:6][CH2:5][CH2:4][CH2:3][CH2:2]1.N1(C2C=CC3C(CCC4CCN(C(OC(C)(C)C)=O)CC4)=N[O:46]C=3C=2/C=C\C)CCCCC1.CS(N)(=O)=O.CC[C@@H]1[C@@H]2C[C@H]([C@@H](OC3C4C(=CC=CC=4)C(O[C@@H](C4C=CN=C5C=4C=C(OC)C=C5)[C@@H]4N5C[C@H](CC)[C@@H](CC5)C4)=NN=3)C3C=CN=C4C=3C=C(OC)C=C4)N(CC2)C1.S([O-])([O-])=O.[Na+].[Na+].[Cl-].[Na+], predict the reaction product. The product is: [CH:31]([C:8]1[C:9]2[O:13][N:12]=[C:11]([CH2:14][CH2:15][CH:16]3[CH2:21][CH2:20][N:19]([C:22]([O:24][C:25]([CH3:27])([CH3:26])[CH3:28])=[O:23])[CH2:18][CH2:17]3)[C:10]=2[CH:29]=[CH:30][C:7]=1[N:1]1[CH2:2][CH2:3][CH2:4][CH2:5][CH2:6]1)=[O:46]. (7) Given the reactants [F:1][C:2]1[CH:3]=[C:4]([CH:8]=[CH:9][C:10]=1[N:11]1[CH2:16][CH2:15][O:14][CH2:13][CH2:12]1)[C:5](O)=[O:6].O=P(Cl)(Cl)Cl.[N-:22]=[N+:23]=[N-:24].[Na+], predict the reaction product. The product is: [F:1][C:2]1[CH:3]=[C:4]([CH:8]=[CH:9][C:10]=1[N:11]1[CH2:16][CH2:15][O:14][CH2:13][CH2:12]1)[C:5]([N:22]=[N+:23]=[N-:24])=[O:6]. (8) Given the reactants [Cl:1][C:2]1[CH:10]=[C:9]([NH:11][C:12]([C:14]2[CH:15]=[CH:16][C:17]3[O:22][CH2:21][CH2:20][N:19]([S:23]([C:26]4[CH:31]=[C:30]([Cl:32])[CH:29]=[CH:28][C:27]=4[O:33][CH3:34])(=[O:25])=[O:24])[C:18]=3[CH:35]=2)=[O:13])[CH:8]=[CH:7][C:3]=1[C:4]([OH:6])=[O:5].[CH3:36]OC(=O)C1C=CC(N)=CC=1Cl, predict the reaction product. The product is: [CH3:36][O:5][C:4](=[O:6])[C:3]1[CH:7]=[CH:8][C:9]([NH:11][C:12]([C:14]2[CH:15]=[CH:16][C:17]3[O:22][CH2:21][CH2:20][N:19]([S:23]([C:26]4[CH:31]=[C:30]([Cl:32])[CH:29]=[CH:28][C:27]=4[O:33][CH3:34])(=[O:24])=[O:25])[C:18]=3[CH:35]=2)=[O:13])=[CH:10][C:2]=1[Cl:1]. (9) Given the reactants Cl[C:2]1[CH:7]=[C:6]([CH2:8][N:9]2[CH:14]=[C:13]([C:15]3[O:19][N:18]=[C:17]([C:20]4[CH:25]=[CH:24][C:23]([S:26][C:27]([F:30])([F:29])[F:28])=[CH:22][CH:21]=4)[N:16]=3)[CH:12]=[CH:11][C:10]2=[O:31])[CH:5]=[CH:4][N:3]=1.[NH:32]1[CH2:37][CH2:36][NH:35][CH2:34][CH2:33]1, predict the reaction product. The product is: [N:32]1([C:2]2[CH:7]=[C:6]([CH2:8][N:9]3[CH:14]=[C:13]([C:15]4[O:19][N:18]=[C:17]([C:20]5[CH:25]=[CH:24][C:23]([S:26][C:27]([F:28])([F:30])[F:29])=[CH:22][CH:21]=5)[N:16]=4)[CH:12]=[CH:11][C:10]3=[O:31])[CH:5]=[CH:4][N:3]=2)[CH2:37][CH2:36][NH:35][CH2:34][CH2:33]1. (10) Given the reactants COC1C=CC(C[S:8][C:9]2[NH:13][C:12]([CH:14]([C:16]3[CH:25]=[CH:24][CH:23]=[C:22]4[C:17]=3[CH:18]=[CH:19][CH:20]=[N:21]4)[CH3:15])=[CH:11][N:10]=2)=CC=1, predict the reaction product. The product is: [N:21]1[C:22]2[C:17](=[C:16]([CH:14]([C:12]3[NH:13][C:9](=[S:8])[NH:10][CH:11]=3)[CH3:15])[CH:25]=[CH:24][CH:23]=2)[CH:18]=[CH:19][CH:20]=1.